Dataset: NCI-60 drug combinations with 297,098 pairs across 59 cell lines. Task: Regression. Given two drug SMILES strings and cell line genomic features, predict the synergy score measuring deviation from expected non-interaction effect. (1) Drug 1: CC1C(C(CC(O1)OC2CC(CC3=C2C(=C4C(=C3O)C(=O)C5=C(C4=O)C(=CC=C5)OC)O)(C(=O)CO)O)N)O.Cl. Drug 2: C1CCN(CC1)CCOC2=CC=C(C=C2)C(=O)C3=C(SC4=C3C=CC(=C4)O)C5=CC=C(C=C5)O. Cell line: ACHN. Synergy scores: CSS=3.98, Synergy_ZIP=-0.874, Synergy_Bliss=2.07, Synergy_Loewe=-0.121, Synergy_HSA=1.16. (2) Drug 1: CC12CCC(CC1=CCC3C2CCC4(C3CC=C4C5=CN=CC=C5)C)O. Drug 2: CC1=C2C(C(=O)C3(C(CC4C(C3C(C(C2(C)C)(CC1OC(=O)C(C(C5=CC=CC=C5)NC(=O)OC(C)(C)C)O)O)OC(=O)C6=CC=CC=C6)(CO4)OC(=O)C)O)C)O. Cell line: KM12. Synergy scores: CSS=49.7, Synergy_ZIP=10.7, Synergy_Bliss=10.2, Synergy_Loewe=2.16, Synergy_HSA=10.4. (3) Drug 1: CN(CC1=CN=C2C(=N1)C(=NC(=N2)N)N)C3=CC=C(C=C3)C(=O)NC(CCC(=O)O)C(=O)O. Drug 2: CC(C)NC(=O)C1=CC=C(C=C1)CNNC.Cl. Cell line: SW-620. Synergy scores: CSS=44.9, Synergy_ZIP=1.92, Synergy_Bliss=-2.47, Synergy_Loewe=-17.0, Synergy_HSA=-2.49. (4) Drug 1: CC1=C2C(C(=O)C3(C(CC4C(C3C(C(C2(C)C)(CC1OC(=O)C(C(C5=CC=CC=C5)NC(=O)C6=CC=CC=C6)O)O)OC(=O)C7=CC=CC=C7)(CO4)OC(=O)C)O)C)OC(=O)C. Drug 2: N.N.Cl[Pt+2]Cl. Cell line: CAKI-1. Synergy scores: CSS=30.7, Synergy_ZIP=-13.3, Synergy_Bliss=-5.84, Synergy_Loewe=-1.92, Synergy_HSA=-0.427.